This data is from Reaction yield outcomes from USPTO patents with 853,638 reactions. The task is: Predict the reaction yield, written as a fraction of the theoretical maximum amount of product (1.0 means a 100% yield; for example, 0.34 means a 34% yield). (1) The reactants are Cl.[N:2]1([CH2:7][C:8]([OH:10])=O)[CH2:6][CH:5]=[CH:4][CH2:3]1.[NH2:11][C@@H:12]([CH2:30][O:31][CH2:32][C:33]1[CH:38]=[CH:37][CH:36]=[CH:35][CH:34]=1)[C:13]([NH:15][C:16]1[CH:21]=[CH:20][C:19]([O:22][C:23]2[CH:28]=[CH:27][C:26]([F:29])=[CH:25][CH:24]=2)=[CH:18][CH:17]=1)=[O:14]. No catalyst specified. The yield is 0.656. The product is [CH2:32]([O:31][CH2:30][C@H:12]([NH:11][C:8](=[O:10])[CH2:7][N:2]1[CH2:3][CH:4]=[CH:5][CH2:6]1)[C:13]([NH:15][C:16]1[CH:21]=[CH:20][C:19]([O:22][C:23]2[CH:28]=[CH:27][C:26]([F:29])=[CH:25][CH:24]=2)=[CH:18][CH:17]=1)=[O:14])[C:33]1[CH:38]=[CH:37][CH:36]=[CH:35][CH:34]=1. (2) The reactants are P([O-])([O-])([O-])=O.O=C[C@@H]([C@H]([C@@H]([C@@H](CO)O)O)O)O.C(SCCNC(=O)CCNC(=O)[C@H](O)C(C)(C)COP(O)(=O)OP(O)(=O)OC[C@H]1O[C@@H](N2C3N=CN=C(N)C=3N=C2)[C@H](O)[C@@H]1OP(O)(O)=O)(=O)CC(C)=O.C1N=C(N)C2N=CN([C@@H]3O[C@H](COP(OP(OC[C@H]4O[C@@H](N5C=C(C(N)=O)CC=C5)[C@H](O)[C@@H]4O)(O)=O)(O)=O)[C@@H](O)[C@H]3O)C=2N=1.[C:116]([NH:124][CH2:125][CH:126]([C:131](=[O:133])[CH3:132])[C:127]([O:129][CH3:130])=[O:128])(=[O:123])[C:117]1[CH:122]=[CH:121][CH:120]=[CH:119][CH:118]=1. No catalyst specified. The product is [C:116]([NH:124][CH2:125][C@@H:126]([C@H:131]([OH:133])[CH3:132])[C:127]([O:129][CH3:130])=[O:128])(=[O:123])[C:117]1[CH:118]=[CH:119][CH:120]=[CH:121][CH:122]=1. The yield is 0.540. (3) The reactants are [C:1]1([CH:9]=[C:7]([OH:8])[CH:6]=[C:4]([OH:5])[CH:3]=1)[OH:2].[CH3:10][O:11][CH2:12][C:13]#N.C([O:17]CC)C. The catalyst is [Cl-].[Zn+2].[Cl-]. The product is [CH3:10][O:11][CH2:12][C:13]([C:9]1[C:1]([OH:2])=[CH:3][C:4]([OH:5])=[CH:6][C:7]=1[OH:8])=[O:17]. The yield is 0.810. (4) The reactants are [NH2:1][C:2]1[N:3]=[C:4]([CH3:33])[C:5]2=[C:6]([CH2:8][C@H:9]([C:18]3[CH:23]=[CH:22][C:21]([F:24])=[CH:20][C:19]=3[C:25]3[CH:30]=[CH:29][CH:28]=[C:27]([O:31][CH3:32])[N:26]=3)[NH:10]/[C:11]/2=[N:12]\[O:13][CH2:14][C:15](O)=[O:16])[N:7]=1.CN(C(ON1N=NC2C=CC=CC1=2)=[N+](C)C)C.F[P-](F)(F)(F)(F)F.CCN(CC)CC.[NH:65]1[CH2:70][CH2:69][O:68][CH2:67][CH2:66]1. The catalyst is CN(C=O)C. The product is [NH2:1][C:2]1[N:3]=[C:4]([CH3:33])[C:5]2=[C:6]([CH2:8][C@H:9]([C:18]3[CH:23]=[CH:22][C:21]([F:24])=[CH:20][C:19]=3[C:25]3[CH:30]=[CH:29][CH:28]=[C:27]([O:31][CH3:32])[N:26]=3)[NH:10]/[C:11]/2=[N:12]\[O:13][CH2:14][C:15]([N:65]2[CH2:70][CH2:69][O:68][CH2:67][CH2:66]2)=[O:16])[N:7]=1. The yield is 0.220. (5) The reactants are [F:1][C:2]1[CH:7]=[CH:6][C:5]([C:8]2[O:9][C:10]3[CH:20]=[CH:19][C:18]([C:21]4[C:22]([CH3:33])=[CH:23][C:24]([O:31]C)=[C:25]([CH:30]=4)[C:26]([O:28][CH3:29])=[O:27])=[CH:17][C:11]=3[C:12]=2[C:13](=[O:16])[NH:14][CH3:15])=[CH:4][CH:3]=1.B(Cl)(Cl)Cl.CO. The catalyst is C(Cl)Cl. The product is [F:1][C:2]1[CH:3]=[CH:4][C:5]([C:8]2[O:9][C:10]3[CH:20]=[CH:19][C:18]([C:21]4[C:22]([CH3:33])=[CH:23][C:24]([OH:31])=[C:25]([CH:30]=4)[C:26]([O:28][CH3:29])=[O:27])=[CH:17][C:11]=3[C:12]=2[C:13](=[O:16])[NH:14][CH3:15])=[CH:6][CH:7]=1. The yield is 0.780.